From a dataset of Catalyst prediction with 721,799 reactions and 888 catalyst types from USPTO. Predict which catalyst facilitates the given reaction. (1) The catalyst class is: 5. Product: [NH2:28][C:22](=[O:24])[C:21]([NH:20][C:10]1[CH:11]=[C:12]([C:15]2[S:16][CH:17]=[CH:18][CH:19]=2)[CH:13]=[CH:14][C:9]=1[NH:8][C:6](=[O:7])[O:5][C:1]([CH3:3])([CH3:2])[CH3:4])=[O:27]. Reactant: [C:1]([O:5][C:6]([NH:8][C:9]1[CH:14]=[CH:13][C:12]([C:15]2[S:16][CH:17]=[CH:18][CH:19]=2)=[CH:11][C:10]=1[NH:20][C:21](=[O:27])[C:22]([O:24]CC)=O)=[O:7])([CH3:4])([CH3:3])[CH3:2].[NH3:28]. (2) Reactant: [NH2:1][CH:2]1[CH2:7][CH2:6][N:5]([CH2:8][C:9]2[CH:10]=[CH:11][C:12]3[N:16]=[CH:15][N:14]([C:17]4[S:18][C:19]([C:29]([NH2:31])=[O:30])=[C:20]([C:22]5[CH:27]=[CH:26][CH:25]=[C:24]([Cl:28])[CH:23]=5)[N:21]=4)[C:13]=3[CH:32]=2)[CH2:4][CH2:3]1.CN(C(N(C)C)=[N+]1C2C(=NC=CC=2)N=N1)C.F[P-](F)(F)(F)(F)F.[CH2:56]([N:58]([CH2:61][CH3:62])[CH2:59][CH3:60])C.[C:63]([O:67]C(NC(C)(C)C(O)=O)=O)(C)(C)[CH3:64]. Product: [C:29]([C:19]1[S:18][C:17]([N:14]2[C:13]3[CH:32]=[C:9]([CH2:8][N:5]4[CH2:4][CH2:3][CH:2]([NH:1][C:63]([CH:64]5[CH2:62][CH2:61][N:58]([CH3:56])[CH2:59][CH2:60]5)=[O:67])[CH2:7][CH2:6]4)[CH:10]=[CH:11][C:12]=3[N:16]=[CH:15]2)=[N:21][C:20]=1[C:22]1[CH:27]=[CH:26][CH:25]=[C:24]([Cl:28])[CH:23]=1)(=[O:30])[NH2:31]. The catalyst class is: 434. (3) Reactant: ClC1C=CC=C(C(OO)=[O:9])C=1.[Cl:12][C:13]1[C:22]2[C:17](=[C:18]([CH3:25])[C:19]([O:23][CH3:24])=[CH:20][CH:21]=2)[N:16]=[CH:15][CH:14]=1. Product: [Cl:12][C:13]1[C:22]2[C:17](=[C:18]([CH3:25])[C:19]([O:23][CH3:24])=[CH:20][CH:21]=2)[N+:16]([O-:9])=[CH:15][CH:14]=1. The catalyst class is: 22. (4) Reactant: [F:1][C:2]([F:13])([F:12])[C:3]1[N:7]2[CH2:8][CH2:9][NH:10][CH2:11][C:6]2=[N:5][N:4]=1.C([O-])([O-])=O.[K+].[K+].Br[CH2:21][CH2:22][CH2:23][Cl:24]. Product: [Cl:24][CH2:23][CH2:22][CH2:21][N:10]1[CH2:9][CH2:8][N:7]2[C:3]([C:2]([F:12])([F:1])[F:13])=[N:4][N:5]=[C:6]2[CH2:11]1. The catalyst class is: 18. (5) Reactant: [CH:1]1([N:7]=[C:8]=[O:9])[CH2:6][CH2:5][CH2:4][CH2:3][CH2:2]1.Cl.[CH:11]1([CH2:14][CH2:15]N)[CH2:13][CH2:12]1.C([N:19](CC)CC)C. Product: [CH:1]1([N:7]([CH2:15][CH2:14][CH:11]2[CH2:13][CH2:12]2)[C:8]([NH2:19])=[O:9])[CH2:6][CH2:5][CH2:4][CH2:3][CH2:2]1. The catalyst class is: 22. (6) Product: [CH:23]([N:24]1[CH2:29][CH2:28][N:27]([C:2]2[N:7]=[CH:6][N:5]=[C:4]3[N:8]([C:11]4[CH:16]=[CH:15][CH:14]=[CH:13][CH:12]=4)[N:9]=[CH:10][C:3]=23)[CH2:26][CH2:25]1)([C:30]1[CH:35]=[CH:34][CH:33]=[CH:32][CH:31]=1)[C:17]1[CH:22]=[CH:21][CH:20]=[CH:19][CH:18]=1. Reactant: Cl[C:2]1[N:7]=[CH:6][N:5]=[C:4]2[N:8]([C:11]3[CH:16]=[CH:15][CH:14]=[CH:13][CH:12]=3)[N:9]=[CH:10][C:3]=12.[C:17]1([CH:23]([C:30]2[CH:35]=[CH:34][CH:33]=[CH:32][CH:31]=2)[N:24]2[CH2:29][CH2:28][NH:27][CH2:26][CH2:25]2)[CH:22]=[CH:21][CH:20]=[CH:19][CH:18]=1.CCN(CC)CC. The catalyst class is: 8. (7) Reactant: [F:1][CH:2]([F:24])[C:3]1[CH:8]=[CH:7][C:6]([C:9]2([CH2:22][OH:23])[CH2:14][CH2:13][N:12](C(OC(C)(C)C)=O)[CH2:11][CH2:10]2)=[CH:5][CH:4]=1.Cl. Product: [F:24][CH:2]([F:1])[C:3]1[CH:4]=[CH:5][C:6]([C:9]2([CH2:22][OH:23])[CH2:10][CH2:11][NH:12][CH2:13][CH2:14]2)=[CH:7][CH:8]=1. The catalyst class is: 12. (8) Reactant: [NH2:1][C@H:2]([C:4]([O:6][C:7]([CH3:10])([CH3:9])[CH3:8])=[O:5])[CH3:3].Cl.C(N(CC)CC)C.[NH:19]([C:31]([O:33][CH2:34][CH:35]1[C:47]2[C:42](=[CH:43][CH:44]=[CH:45][CH:46]=2)[C:41]2[C:36]1=[CH:37][CH:38]=[CH:39][CH:40]=2)=[O:32])[C@H:20]([C:28](O)=[O:29])[CH2:21][C:22]1[CH:27]=[CH:26][CH:25]=[CH:24][CH:23]=1.C1C=CC2N(O)N=NC=2C=1.CCN=C=NCCCN(C)C.Cl. Product: [NH:19]([C:31]([O:33][CH2:34][CH:35]1[C:47]2[C:42](=[CH:43][CH:44]=[CH:45][CH:46]=2)[C:41]2[C:36]1=[CH:37][CH:38]=[CH:39][CH:40]=2)=[O:32])[C@H:20]([C:28]([NH:1][C@H:2]([C:4]([O:6][C:7]([CH3:10])([CH3:9])[CH3:8])=[O:5])[CH3:3])=[O:29])[CH2:21][C:22]1[CH:27]=[CH:26][CH:25]=[CH:24][CH:23]=1. The catalyst class is: 3.